Dataset: Full USPTO retrosynthesis dataset with 1.9M reactions from patents (1976-2016). Task: Predict the reactants needed to synthesize the given product. (1) The reactants are: [F:1][C:2]1[CH:24]=[CH:23][CH:22]=[C:21]([N+:25]([O-:27])=[O:26])[C:3]=1[CH:4]=[CH:5][C@H:6]1[O:11][CH2:10][C@@H:9]([CH2:12][OH:13])[N:8]([C:14]([O:16][C:17]([CH3:20])([CH3:19])[CH3:18])=[O:15])[CH2:7]1.C(C1NC=CN=1)(C1NC=CN=1)=[O:29].[N:40]1[CH:45]=CC=CC=1. Given the product [C:45]([O:13][CH2:12][C@H:9]1[N:8]([C:14]([O:16][C:17]([CH3:20])([CH3:19])[CH3:18])=[O:15])[CH2:7][C@@H:6](/[CH:5]=[CH:4]/[C:3]2[C:21]([N+:25]([O-:27])=[O:26])=[CH:22][CH:23]=[CH:24][C:2]=2[F:1])[O:11][CH2:10]1)(=[O:29])[NH2:40], predict the reactants needed to synthesize it. (2) Given the product [CH:38]1([C:35]2[N:34]=[CH:33][C:32]([C:28]3[CH:27]=[C:26]([C:24]4[CH2:23][C:22](=[O:41])[NH:21][C:9]5[CH:10]=[C:11]([C:17]([F:20])([F:18])[F:19])[C:12]([CH2:14][CH2:15][CH3:16])=[CH:13][C:8]=5[N:7]=4)[CH:31]=[CH:30][CH:29]=3)=[CH:37][CH:36]=2)[CH2:39][CH2:40]1, predict the reactants needed to synthesize it. The reactants are: C(OC(=O)[NH:7][C:8]1[CH:13]=[C:12]([CH2:14][CH2:15][CH3:16])[C:11]([C:17]([F:20])([F:19])[F:18])=[CH:10][C:9]=1[NH:21][C:22](=[O:41])[CH2:23][C:24]([C:26]1[CH:31]=[CH:30][CH:29]=[C:28]([C:32]2[CH:33]=[N:34][C:35]([CH:38]3[CH2:40][CH2:39]3)=[CH:36][CH:37]=2)[CH:27]=1)=O)(C)(C)C.C(O)(C(F)(F)F)=O. (3) Given the product [CH:1]1([C:4]([C:13]2[C:21]3[C:16](=[C:17]([CH2:22][S:23]([CH3:24])=[O:52])[CH:18]=[CH:19][CH:20]=3)[NH:15][CH:14]=2)([C:6]2[CH:11]=[CH:10][C:9]([F:12])=[CH:8][CH:7]=2)[CH3:5])[CH2:3][CH2:2]1, predict the reactants needed to synthesize it. The reactants are: [CH:1]1([C:4]([C:13]2[C:21]3[C:16](=[C:17]([CH2:22][S:23][CH3:24])[CH:18]=[CH:19][CH:20]=3)[NH:15][CH:14]=2)([C:6]2[CH:11]=[CH:10][C:9]([F:12])=[CH:8][CH:7]=2)[CH3:5])[CH2:3][CH2:2]1.CC(C(C1C2C(=C(CS(C)=[O:52])C=CC=2)NC=1)C1C=CC(C(F)(F)F)=CC=1)CC#N. (4) Given the product [Cl:1][C:2]1[CH:8]=[C:7]([O:9][C:10]2[C:19]3[C:14](=[CH:15][C:16]([O:22][CH3:23])=[C:17]([O:20][CH3:21])[CH:18]=3)[N:13]=[CH:12][N:11]=2)[CH:6]=[CH:5][C:3]=1[NH:4][C:35]([NH:49][CH2:48][CH2:47][N:46]([CH:50]([CH3:52])[CH3:51])[CH:43]([CH3:45])[CH3:44])=[O:41], predict the reactants needed to synthesize it. The reactants are: [Cl:1][C:2]1[CH:8]=[C:7]([O:9][C:10]2[C:19]3[C:14](=[CH:15][C:16]([O:22][CH3:23])=[C:17]([O:20][CH3:21])[CH:18]=3)[N:13]=[CH:12][N:11]=2)[CH:6]=[CH:5][C:3]=1[NH2:4].C(N(CC)CC)C.ClC(Cl)(O[C:35](=[O:41])OC(Cl)(Cl)Cl)Cl.[CH:43]([N:46]([CH:50]([CH3:52])[CH3:51])[CH2:47][CH2:48][NH2:49])([CH3:45])[CH3:44]. (5) Given the product [CH:1]([C:4]1[CH:5]=[CH:6][C:7]([O:8][CH:9]([CH2:15][C:16]2[CH:21]=[CH:20][C:19]([O:22][CH2:23][CH2:24][NH:25][C:26](=[O:39])[C:27]3[CH:28]=[CH:29][C:30]([C:33]4[CH:38]=[CH:37][CH:36]=[CH:35][N:34]=4)=[CH:31][CH:32]=3)=[CH:18][CH:17]=2)[C:10]([OH:12])=[O:11])=[CH:40][CH:41]=1)([CH3:3])[CH3:2], predict the reactants needed to synthesize it. The reactants are: [CH:1]([C:4]1[CH:41]=[CH:40][C:7]([O:8][CH:9]([CH2:15][C:16]2[CH:21]=[CH:20][C:19]([O:22][CH2:23][CH2:24][NH:25][C:26](=[O:39])[C:27]3[CH:32]=[CH:31][C:30]([C:33]4[CH:38]=[CH:37][CH:36]=[CH:35][N:34]=4)=[CH:29][CH:28]=3)=[CH:18][CH:17]=2)[C:10]([O:12]CC)=[O:11])=[CH:6][CH:5]=1)([CH3:3])[CH3:2].[OH-].[Na+]. (6) Given the product [O:15]1[CH2:16][CH2:17][CH2:18][CH2:19][CH:14]1[O:13][CH2:12][CH2:11][O:1][CH:2]1[CH2:6][CH2:5][O:4][C:3]1=[O:7], predict the reactants needed to synthesize it. The reactants are: [OH:1][CH:2]1[CH2:6][CH2:5][O:4][C:3]1=[O:7].[H-].[Na+].Br[CH2:11][CH2:12][O:13][CH:14]1[CH2:19][CH2:18][CH2:17][CH2:16][O:15]1.O. (7) Given the product [N+:45]([C:43]1[N:42]=[C:40]2[N:39]([CH:44]=1)[CH2:38][CH2:37][CH:36]([CH2:35][O:34][C:31]1[CH:32]=[CH:33][C:28]([N:25]3[CH2:24][CH2:23][N:22]([CH2:21][CH:18]4[CH2:19][CH2:20][N:15]([CH2:13][C:18]5[CH:19]=[CH:20][C:3]([C:2]([F:7])([F:6])[F:1])=[CH:16][CH:17]=5)[CH2:16][CH2:17]4)[CH2:27][CH2:26]3)=[CH:29][CH:30]=1)[O:41]2)([O-:47])=[O:46], predict the reactants needed to synthesize it. The reactants are: [F:1][C:2]([F:7])([F:6])[C:3](O)=O.C(O[C:13]([N:15]1[CH2:20][CH2:19][CH:18]([CH2:21][N:22]2[CH2:27][CH2:26][N:25]([C:28]3[CH:33]=[CH:32][C:31]([O:34][CH2:35][CH:36]4[O:41][C:40]5=[N:42][C:43]([N+:45]([O-:47])=[O:46])=[CH:44][N:39]5[CH2:38][CH2:37]4)=[CH:30][CH:29]=3)[CH2:24][CH2:23]2)[CH2:17][CH2:16]1)=O)(C)(C)C.C(=O)([O-])[O-].[K+].[K+]. (8) Given the product [OH:41][CH2:40][CH:39]([C:35]1([NH:34][CH:4]=[C:3]([C:2](=[O:1])[C:7]2[CH:12]=[C:11]([F:13])[C:10]([F:14])=[C:9]([F:15])[C:8]=2[F:16])[C:24]([O:28][CH2:29][CH3:30])=[O:31])[CH2:38][CH2:37][CH2:36]1)[CH3:42], predict the reactants needed to synthesize it. The reactants are: [O:1]=[C:2]([C:7]1[CH:12]=[C:11]([F:13])[C:10]([F:14])=[C:9]([F:15])[C:8]=1[F:16])[CH2:3][C:4]([O-])=O.CC(OC(C)=O)=O.[CH:24]([O:31]CC)([O:28][CH2:29][CH3:30])OCC.[NH2:34][C:35]1([CH:39]([CH3:42])[CH2:40][OH:41])[CH2:38][CH2:37][CH2:36]1. (9) The reactants are: [NH:1]([C:5]1[CH:10]=[CH:9][C:8]([OH:11])=[CH:7][CH:6]=1)C(C)=O.[C:12](=O)([O-:14])[O-:13].[Ca+2].C(=O)=O. Given the product [NH2:1][C:5]1[CH:6]=[C:7]([C:12]([OH:14])=[O:13])[C:8]([OH:11])=[CH:9][CH:10]=1, predict the reactants needed to synthesize it. (10) Given the product [OH:7][CH2:8][C:9]1[CH:10]=[C:11]([N:23]2[C:24]([C:26]([O:28][CH2:29][CH3:30])=[O:27])=[CH:25][C:21]([CH:18]([CH3:19])[CH3:20])=[N:22]2)[CH:12]=[CH:13][CH:14]=1, predict the reactants needed to synthesize it. The reactants are: N1C=CC=CC=1.[OH:7][CH2:8][C:9]1[CH:10]=[C:11](B(O)O)[CH:12]=[CH:13][CH:14]=1.[CH:18]([C:21]1[CH:25]=[C:24]([C:26]([O:28][CH2:29][CH3:30])=[O:27])[NH:23][N:22]=1)([CH3:20])[CH3:19].